From a dataset of Catalyst prediction with 721,799 reactions and 888 catalyst types from USPTO. Predict which catalyst facilitates the given reaction. Reactant: O[C:2]1[C:7]([C:8](=[O:18])[CH2:9][C:10]([N:12]2[CH2:17][CH2:16][O:15][CH2:14][CH2:13]2)=[O:11])=[CH:6][CH:5]=[CH:4][C:3]=1[O:19][S:20]([C:23]([F:26])([F:25])[F:24])(=[O:22])=[O:21].S(OS(C(F)(F)F)(=O)=O)(C(F)(F)F)(=O)=O.C. Product: [N:12]1([C:10]2[O:11][C:2]3[C:7]([C:8](=[O:18])[CH:9]=2)=[CH:6][CH:5]=[CH:4][C:3]=3[O:19][S:20]([C:23]([F:26])([F:24])[F:25])(=[O:21])=[O:22])[CH2:13][CH2:14][O:15][CH2:16][CH2:17]1. The catalyst class is: 61.